Predict the reactants needed to synthesize the given product. From a dataset of Full USPTO retrosynthesis dataset with 1.9M reactions from patents (1976-2016). Given the product [F:14][C:2]([F:1])([F:13])[C:3]([NH:5][C:6]1[CH:11]=[CH:10][C:9]([I:12])=[CH:8][C:7]=1[CH3:16])=[O:4], predict the reactants needed to synthesize it. The reactants are: [F:1][C:2]([F:14])([F:13])[C:3]([NH:5][C:6]1[CH:11]=[CH:10][C:9]([I:12])=[CH:8][CH:7]=1)=[O:4].I[C:16]1C=CC(N)=C(C)C=1.